From a dataset of Full USPTO retrosynthesis dataset with 1.9M reactions from patents (1976-2016). Predict the reactants needed to synthesize the given product. (1) Given the product [NH2:22][CH2:21][CH2:20][NH:23][C:2]1[N:7]=[N:6][C:5]([C:8]([NH2:10])=[O:9])=[C:4]([NH:11][C:12]2[N:17]=[C:16]([CH3:18])[CH:15]=[C:14]([CH3:19])[N:13]=2)[CH:3]=1, predict the reactants needed to synthesize it. The reactants are: Cl[C:2]1[N:7]=[N:6][C:5]([C:8]([NH2:10])=[O:9])=[C:4]([NH:11][C:12]2[N:17]=[C:16]([CH3:18])[CH:15]=[C:14]([CH3:19])[N:13]=2)[CH:3]=1.[CH2:20]([NH2:23])[CH2:21][NH2:22]. (2) Given the product [NH2:17][CH:4]([C:31]1[CH:30]=[CH:2][CH:7]=[CH:6][CH:5]=1)[CH2:3][C:36]([NH:28][C:25]1[CH:26]=[C:27]2[C:22](=[CH:23][CH:24]=1)[N:21]=[CH:20][N:19]=[C:18]2[NH:17][C:4]1[CH:5]=[CH:6][C:7]([O:8][CH2:9][C:10]2[CH:15]=[CH:14][CH:13]=[C:12]([F:16])[CH:11]=2)=[C:2]([Cl:1])[CH:3]=1)=[O:39], predict the reactants needed to synthesize it. The reactants are: [Cl:1][C:2]1[CH:3]=[C:4]([NH:17][C:18]2[C:27]3[C:22](=[CH:23][CH:24]=[C:25]([NH2:28])[CH:26]=3)[N:21]=[CH:20][N:19]=2)[CH:5]=[CH:6][C:7]=1[O:8][CH2:9][C:10]1[CH:15]=[CH:14][CH:13]=[C:12]([F:16])[CH:11]=1.F[C:30](F)(F)[C:31](O)=O.[C:36](=[O:39])(O)[O-].[Na+].